Dataset: Forward reaction prediction with 1.9M reactions from USPTO patents (1976-2016). Task: Predict the product of the given reaction. (1) Given the reactants [CH:1]1([CH2:4][O:5][C:6]2[N:11]=[C:10]([C:12]([OH:14])=O)[CH:9]=[CH:8][C:7]=2[N:15]2[CH2:18][C:17]([F:20])([F:19])[CH2:16]2)[CH2:3][CH2:2]1.[NH2:21][CH:22]([CH:27]1[CH2:31][CH2:30][O:29][CH2:28]1)[CH2:23][C:24]([NH2:26])=[O:25].CN(C(ON1N=NC2C=CC=CC1=2)=[N+](C)C)C.[B-](F)(F)(F)F.CCN(C(C)C)C(C)C, predict the reaction product. The product is: [NH2:26][C:24](=[O:25])[CH2:23][CH:22]([NH:21][C:12]([C:10]1[CH:9]=[CH:8][C:7]([N:15]2[CH2:18][C:17]([F:20])([F:19])[CH2:16]2)=[C:6]([O:5][CH2:4][CH:1]2[CH2:2][CH2:3]2)[N:11]=1)=[O:14])[CH:27]1[CH2:31][CH2:30][O:29][CH2:28]1. (2) Given the reactants [Cl:1][C:2]1[CH:7]=[C:6]([Cl:8])[CH:5]=[CH:4][C:3]=1[N:9]1[C:14]2=[N:15][C:16]3[C:17](=[C:18]([C:22]([OH:24])=O)[CH:19]=[CH:20][CH:21]=3)[N:13]2[CH2:12][CH2:11][CH2:10]1.ON1C2C=CC=CC=2N=N1.Cl.[CH2:36]([N:38]=[C:39]=NCCCN(C)C)C.CN, predict the reaction product. The product is: [Cl:1][C:2]1[CH:7]=[C:6]([Cl:8])[CH:5]=[CH:4][C:3]=1[N:9]1[C:14]2=[N:15][C:16]3[C:17](=[C:18]([C:22]([N:38]([CH3:39])[CH3:36])=[O:24])[CH:19]=[CH:20][CH:21]=3)[N:13]2[CH2:12][CH2:11][CH2:10]1. (3) Given the reactants [NH2:1][C:2]1[N:7]=[C:6](S(C)=O)[C:5]([C:11]2[CH:12]=[CH:13][C:14](=[O:20])[N:15]([CH:17]([CH3:19])[CH3:18])[N:16]=2)=[C:4]([C:21]2[CH:26]=[CH:25][CH:24]=[CH:23][CH:22]=2)[N:3]=1.[N:27]1[CH:32]=[CH:31][CH:30]=[CH:29][C:28]=1[NH2:33], predict the reaction product. The product is: [NH2:1][C:2]1[N:3]=[C:4]([C:21]2[CH:26]=[CH:25][CH:24]=[CH:23][CH:22]=2)[C:5]([C:11]2[CH:12]=[CH:13][C:14](=[O:20])[N:15]([CH:17]([CH3:19])[CH3:18])[N:16]=2)=[C:6]([NH:33][C:28]2[CH:29]=[CH:30][CH:31]=[CH:32][N:27]=2)[N:7]=1. (4) Given the reactants Cl[C:2]1[CH:3]=[CH:4][N:5]2[C:10]([C:11]=1[CH3:12])=[C:9]([CH:13]1[CH2:15][CH2:14]1)[CH:8]=[C:7]([C:16]([O:18][CH3:19])=[O:17])[C:6]2=[O:20].[C:21]([NH:24][C:25]1[CH:30]=[CH:29][C:28](B(O)O)=[CH:27][CH:26]=1)(=[O:23])[CH3:22], predict the reaction product. The product is: [C:21]([NH:24][C:25]1[CH:30]=[CH:29][C:28]([C:2]2[CH:3]=[CH:4][N:5]3[C:10]([C:11]=2[CH3:12])=[C:9]([CH:13]2[CH2:15][CH2:14]2)[CH:8]=[C:7]([C:16]([O:18][CH3:19])=[O:17])[C:6]3=[O:20])=[CH:27][CH:26]=1)(=[O:23])[CH3:22]. (5) Given the reactants [S:1]1[C:5]2[CH2:6][CH2:7][CH2:8][C:9](=[O:10])[C:4]=2[CH:3]=[CH:2]1.[CH:11]([N-]C(C)C)(C)C.[Li+].IC.C(=O)(O)[O-].[Na+], predict the reaction product. The product is: [CH3:11][CH:8]1[C:9](=[O:10])[C:4]2[CH:3]=[CH:2][S:1][C:5]=2[CH2:6][CH2:7]1. (6) Given the reactants [C:1]1([C:7]2[N:12]=[C:11]3[CH2:13][CH2:14][CH2:15][NH:16][C:10]3=[N:9][C:8]=2[C:17]2[CH:22]=[CH:21][CH:20]=[CH:19][CH:18]=2)[CH:6]=[CH:5][CH:4]=[CH:3][CH:2]=1.Br[CH2:24][CH2:25][CH2:26][CH2:27][CH2:28][C:29]([O:31]CC)=[O:30], predict the reaction product. The product is: [C:1]1([C:7]2[N:12]=[C:11]3[CH2:13][CH2:14][CH2:15][N:16]([CH2:24][CH2:25][CH2:26][CH2:27][CH2:28][C:29]([OH:31])=[O:30])[C:10]3=[N:9][C:8]=2[C:17]2[CH:18]=[CH:19][CH:20]=[CH:21][CH:22]=2)[CH:2]=[CH:3][CH:4]=[CH:5][CH:6]=1.